The task is: Binary Classification. Given a drug SMILES string, predict its activity (active/inactive) in a high-throughput screening assay against a specified biological target.. This data is from Cav3 T-type calcium channel HTS with 100,875 compounds. (1) The molecule is s1c(CC(=O)Nc2nc(ccc2)C)ccc1. The result is 0 (inactive). (2) The molecule is S(c1c([N+]([O-])=O)cc(C(=O)NC(C)C)cc1)c1ccc(cc1)C. The result is 0 (inactive). (3) The drug is Brc1c(OCC(=O)C(C)(C)C)cc2c(oc(c2C(OC)=O)C)c1. The result is 0 (inactive). (4) The result is 0 (inactive). The compound is S(CC(=O)N1CCc2c1cccc2)c1n(nnn1)CC. (5) The compound is O=C(NC1CCN(CC1)CC(=O)Nc1c(cccc1)C(OC)=O)c1c(cccc1)C. The result is 0 (inactive). (6) The drug is Ic1c2NCCCC(NC(=O)C(NC(=O)C(NC(=O)c2cc([N+]([O-])=O)c1)CCC\N=C(/N)N)CCC\N=C(/N)N)C(=O)N. The result is 0 (inactive). (7) The drug is Clc1ccc(NC(=O)CSc2n(c(nn2)Cc2n(ccc2)C)c2ccc(F)cc2)cc1. The result is 1 (active). (8) The compound is S(c1n(Cc2c(F)cccc2)c2c(n1)cccc2)CC(=O)N. The result is 0 (inactive). (9) The compound is S(=O)(=O)(CC(=O)N1CCN(CC1)C(OCC)=O)Cc1nc(oc1C)c1c(cccc1)C. The result is 0 (inactive). (10) The drug is S(C=1NC(=O)C(C(c2c(OC)cccc2)C1C#N)C#N)CC(OCCCC)=O. The result is 0 (inactive).